From a dataset of NCI-60 drug combinations with 297,098 pairs across 59 cell lines. Regression. Given two drug SMILES strings and cell line genomic features, predict the synergy score measuring deviation from expected non-interaction effect. (1) Drug 1: CC12CCC3C(C1CCC2=O)CC(=C)C4=CC(=O)C=CC34C. Drug 2: CC1=C(C=C(C=C1)NC(=O)C2=CC=C(C=C2)CN3CCN(CC3)C)NC4=NC=CC(=N4)C5=CN=CC=C5. Cell line: SF-295. Synergy scores: CSS=47.2, Synergy_ZIP=2.12, Synergy_Bliss=2.59, Synergy_Loewe=-2.64, Synergy_HSA=1.36. (2) Drug 1: C1CCN(CC1)CCOC2=CC=C(C=C2)C(=O)C3=C(SC4=C3C=CC(=C4)O)C5=CC=C(C=C5)O. Drug 2: CN1CCC(CC1)COC2=C(C=C3C(=C2)N=CN=C3NC4=C(C=C(C=C4)Br)F)OC. Cell line: COLO 205. Synergy scores: CSS=-11.9, Synergy_ZIP=5.39, Synergy_Bliss=-4.22, Synergy_Loewe=-13.8, Synergy_HSA=-13.6. (3) Drug 1: CS(=O)(=O)C1=CC(=C(C=C1)C(=O)NC2=CC(=C(C=C2)Cl)C3=CC=CC=N3)Cl. Drug 2: C1CNP(=O)(OC1)N(CCCl)CCCl. Cell line: SK-MEL-28. Synergy scores: CSS=-8.05, Synergy_ZIP=2.49, Synergy_Bliss=-0.581, Synergy_Loewe=-7.18, Synergy_HSA=-7.38. (4) Drug 1: CN1CCC(CC1)COC2=C(C=C3C(=C2)N=CN=C3NC4=C(C=C(C=C4)Br)F)OC. Drug 2: CC1CCC2CC(C(=CC=CC=CC(CC(C(=O)C(C(C(=CC(C(=O)CC(OC(=O)C3CCCCN3C(=O)C(=O)C1(O2)O)C(C)CC4CCC(C(C4)OC)O)C)C)O)OC)C)C)C)OC. Cell line: SF-539. Synergy scores: CSS=18.9, Synergy_ZIP=-5.44, Synergy_Bliss=-1.59, Synergy_Loewe=-1.17, Synergy_HSA=0.603. (5) Drug 2: COC1=NC(=NC2=C1N=CN2C3C(C(C(O3)CO)O)O)N. Cell line: HL-60(TB). Synergy scores: CSS=34.3, Synergy_ZIP=-12.4, Synergy_Bliss=-22.8, Synergy_Loewe=-32.6, Synergy_HSA=-18.6. Drug 1: CC1=C2C(C(=O)C3(C(CC4C(C3C(C(C2(C)C)(CC1OC(=O)C(C(C5=CC=CC=C5)NC(=O)OC(C)(C)C)O)O)OC(=O)C6=CC=CC=C6)(CO4)OC(=O)C)OC)C)OC.